Dataset: Buchwald-Hartwig C-N cross coupling reaction yields with 55,370 reactions. Task: Predict the reaction yield, written as a fraction of the theoretical maximum amount of product (1.0 means a 100% yield; for example, 0.34 means a 34% yield). (1) The reactants are CCc1ccc(I)cc1.Cc1ccc(N)cc1.O=S(=O)(O[Pd]1c2ccccc2-c2ccccc2N~1)C(F)(F)F.COc1ccc(OC)c(P(C(C)(C)C)C(C)(C)C)c1-c1c(C(C)C)cc(C(C)C)cc1C(C)C.CCN=P(N=P(N(C)C)(N(C)C)N(C)C)(N(C)C)N(C)C.COC(=O)c1cc(-c2ccco2)on1. No catalyst specified. The product is CCc1ccc(Nc2ccc(C)cc2)cc1. The yield is 0.642. (2) The reactants are Brc1cccnc1.Cc1ccc(N)cc1.O=S(=O)(O[Pd]1c2ccccc2-c2ccccc2N~1)C(F)(F)F.COc1ccc(OC)c(P(C(C)(C)C)C(C)(C)C)c1-c1c(C(C)C)cc(C(C)C)cc1C(C)C.CCN=P(N=P(N(C)C)(N(C)C)N(C)C)(N(C)C)N(C)C.c1ccc2nocc2c1. No catalyst specified. The product is Cc1ccc(Nc2cccnc2)cc1. The yield is 0.154. (3) The reactants are CCc1ccc(Cl)cc1.Cc1ccc(N)cc1.O=S(=O)(O[Pd]1c2ccccc2-c2ccccc2N~1)C(F)(F)F.COc1ccc(OC)c(P(C(C)(C)C)C(C)(C)C)c1-c1c(C(C)C)cc(C(C)C)cc1C(C)C.CN(C)C(=NC(C)(C)C)N(C)C.Cc1cc(-n2cccc2)no1. No catalyst specified. The product is CCc1ccc(Nc2ccc(C)cc2)cc1. The yield is 0.0896. (4) The reactants are CCc1ccc(I)cc1.Cc1ccc(N)cc1.O=S(=O)(O[Pd]1c2ccccc2-c2ccccc2N~1)C(F)(F)F.CC(C)c1cc(C(C)C)c(-c2ccccc2P(C(C)(C)C)C(C)(C)C)c(C(C)C)c1.CN1CCCN2CCCN=C12.c1ccc2nocc2c1. No catalyst specified. The product is CCc1ccc(Nc2ccc(C)cc2)cc1. The yield is 0.669. (5) The reactants are Clc1cccnc1.Cc1ccc(N)cc1.O=S(=O)(O[Pd]1c2ccccc2-c2ccccc2N~1)C(F)(F)F.COc1ccc(OC)c(P([C@]23C[C@H]4C[C@H](C[C@H](C4)C2)C3)[C@]23C[C@H]4C[C@H](C[C@H](C4)C2)C3)c1-c1c(C(C)C)cc(C(C)C)cc1C(C)C.CN1CCCN2CCCN=C12.CCOC(=O)c1cnoc1. No catalyst specified. The product is Cc1ccc(Nc2cccnc2)cc1. The yield is 0.184. (6) The reactants are COc1ccc(Cl)cc1.Cc1ccc(N)cc1.O=S(=O)(O[Pd]1c2ccccc2-c2ccccc2N~1)C(F)(F)F.CC(C)c1cc(C(C)C)c(-c2ccccc2P(C(C)(C)C)C(C)(C)C)c(C(C)C)c1.CCN=P(N=P(N(C)C)(N(C)C)N(C)C)(N(C)C)N(C)C.c1ccc(-c2cnoc2)cc1. No catalyst specified. The product is COc1ccc(Nc2ccc(C)cc2)cc1. The yield is 0.0206. (7) The reactants are Ic1cccnc1.Cc1ccc(N)cc1.O=S(=O)(O[Pd]1c2ccccc2-c2ccccc2N~1)C(F)(F)F.COc1ccc(OC)c(P([C@]23C[C@H]4C[C@H](C[C@H](C4)C2)C3)[C@]23C[C@H]4C[C@H](C[C@H](C4)C2)C3)c1-c1c(C(C)C)cc(C(C)C)cc1C(C)C.CCN=P(N=P(N(C)C)(N(C)C)N(C)C)(N(C)C)N(C)C.CCOC(=O)c1cc(C)no1. No catalyst specified. The product is Cc1ccc(Nc2cccnc2)cc1. The yield is 0.632.